Dataset: Full USPTO retrosynthesis dataset with 1.9M reactions from patents (1976-2016). Task: Predict the reactants needed to synthesize the given product. Given the product [CH2:12]([O:11][C:9]([N:4]1[CH2:5][CH2:6][CH:7]2[N:8]=[C:25]([C:20]3[CH:21]=[CH:22][CH:23]=[CH:24][N:19]=3)[NH:1][CH:2]2[CH2:3]1)=[O:10])[C:13]1[CH:18]=[CH:17][CH:16]=[CH:15][CH:14]=1, predict the reactants needed to synthesize it. The reactants are: [NH2:1][CH:2]1[CH:7]([NH2:8])[CH2:6][CH2:5][N:4]([C:9]([O:11][CH2:12][C:13]2[CH:18]=[CH:17][CH:16]=[CH:15][CH:14]=2)=[O:10])[CH2:3]1.[N:19]1[CH:24]=[CH:23][CH:22]=[CH:21][C:20]=1[C:25](=N)OCC.